This data is from Forward reaction prediction with 1.9M reactions from USPTO patents (1976-2016). The task is: Predict the product of the given reaction. (1) Given the reactants [O:1]=[C:2]1[CH:7]=[C:6]([CH2:8][NH:9][C:10](=[O:16])[O:11][C:12]([CH3:15])([CH3:14])[CH3:13])[CH:5]=[CH:4][NH:3]1.C[Sn](C)(C)[C:19]1[CH:24]=[CH:23][CH:22]=[CH:21][CH:20]=1.[F-].C([N+](CCCC)(CCCC)CCCC)CCC, predict the reaction product. The product is: [O:1]=[C:2]1[CH:7]=[C:6]([CH2:8][NH:9][C:10](=[O:16])[O:11][C:12]([CH3:13])([CH3:15])[CH3:14])[CH:5]=[CH:4][N:3]1[C:19]1[CH:24]=[CH:23][CH:22]=[CH:21][CH:20]=1. (2) Given the reactants C[O:2][C:3](=[O:25])[C:4]1[CH:9]=[C:8]([C:10]2[CH:15]=[CH:14][C:13]([CH3:16])=[CH:12][N:11]=2)[CH:7]=[C:6]([N:17]2[CH:21]=[CH:20][N:19]=[C:18]2[CH:22]([CH3:24])[CH3:23])[CH:5]=1.[OH-].[Na+], predict the reaction product. The product is: [CH:22]([C:18]1[N:17]([C:6]2[CH:5]=[C:4]([CH:9]=[C:8]([C:10]3[CH:15]=[CH:14][C:13]([CH3:16])=[CH:12][N:11]=3)[CH:7]=2)[C:3]([OH:25])=[O:2])[CH:21]=[CH:20][N:19]=1)([CH3:24])[CH3:23]. (3) Given the reactants P([O-])([O-])([O-])=O.[OH:6][CH:7]1[O:26][C@H:25]([CH2:27][OH:28])[C@@H:12]([O:13][C@@H]2O[C@H](CO)[C@H](O)[C@H](O)[C@H]2O)[C@H:10]([OH:11])[C@H:8]1[OH:9], predict the reaction product. The product is: [O:6]=[CH:7][C@@H:8]([C@H:10]([C@@H:12]([C@@H:25]([CH2:27][OH:28])[OH:26])[OH:13])[OH:11])[OH:9]. (4) Given the reactants [P:1]([O:13][CH2:14][C@@H:15]1[C@@H:22]2[C@@H:18]([O:19]C(C)(C)[O:21]2)[C@H:17]([N:25]2[CH:33]=[N:32][C:31]3[C:26]2=[N:27][CH:28]=[N:29][C:30]=3[C:34]2[CH:39]=[CH:38][CH:37]=[C:36]([CH:40]([CH3:42])[CH3:41])[CH:35]=2)[O:16]1)([O:8]C(C)(C)C)([O:3]C(C)(C)C)=[O:2].F[C:44](F)(F)[C:45](O)=O.O, predict the reaction product. The product is: [P:1]([O-:3])([O-:8])([O:13][CH2:14][C@@H:15]1[C@@H:22]([OH:21])[C@@H:18]([OH:19])[C@H:17]([N:25]2[CH:33]=[N:32][C:31]3[C:26]2=[N:27][CH:28]=[N:29][C:30]=3[C:34]2[CH:39]=[CH:38][CH:37]=[C:36]([CH:40]([CH3:41])[CH3:42])[CH:35]=2)[O:16]1)=[O:2].[CH2:17]([NH+:25]([CH2:44][CH3:45])[CH2:26][CH3:31])[CH3:18]. (5) Given the reactants [C:1]([C:4]1[C:12]2[C:7](=[CH:8][CH:9]=[CH:10][CH:11]=2)[N:6]([C:13]2[CH:18]=[CH:17][N:16]=[C:15]([NH:19][CH:20]3[CH2:25][CH2:24][CH:23]([C:26](O)=[O:27])[CH2:22][CH2:21]3)[N:14]=2)[CH:5]=1)(=[O:3])[NH2:2].F[P-](F)(F)(F)(F)F.N1(O[P+](N(C)C)(N(C)C)N(C)C)C2C=CC=CC=2N=N1.CCN(C(C)C)C(C)C.[CH3:65][N:66]([CH:68]1[CH2:73][CH2:72][NH:71][CH2:70][CH2:69]1)[CH3:67], predict the reaction product. The product is: [CH3:65][N:66]([CH3:67])[CH:68]1[CH2:73][CH2:72][N:71]([C:26]([CH:23]2[CH2:24][CH2:25][CH:20]([NH:19][C:15]3[N:14]=[C:13]([N:6]4[C:7]5[C:12](=[CH:11][CH:10]=[CH:9][CH:8]=5)[C:4]([C:1]([NH2:2])=[O:3])=[CH:5]4)[CH:18]=[CH:17][N:16]=3)[CH2:21][CH2:22]2)=[O:27])[CH2:70][CH2:69]1.